This data is from Full USPTO retrosynthesis dataset with 1.9M reactions from patents (1976-2016). The task is: Predict the reactants needed to synthesize the given product. (1) Given the product [Cl:1][C:2]1[CH:3]=[C:4]2[C:8](=[CH:9][CH:10]=1)[N:7]([C:13]([O:15][C:16]([CH3:19])([CH3:18])[CH3:17])=[O:14])[CH:6]=[C:5]2[CH:11]=[O:12].[Cl:1][C:2]1[CH:3]=[C:4]2[C:8](=[CH:9][CH:10]=1)[NH:7][CH:6]=[C:5]2[C:11](=[O:12])[CH:28]([NH:30][C:6]1[CH:5]=[CH:11][CH:26]=[C:24]([O:23][CH3:21])[CH:27]=1)[C:29]1[CH:4]=[CH:3][CH:2]=[CH:10][CH:9]=1, predict the reactants needed to synthesize it. The reactants are: [Cl:1][C:2]1[CH:3]=[C:4]2[C:8](=[CH:9][CH:10]=1)[NH:7][CH:6]=[C:5]2[CH:11]=[O:12].[C:13](O[C:21]([O:23][C:24]([CH3:27])([CH3:26])C)=O)([O:15][C:16]([CH3:19])([CH3:18])[CH3:17])=[O:14].[C:28](#[N:30])[CH3:29]. (2) Given the product [F:1][C:2]1[CH:7]=[CH:6][C:5]([F:8])=[CH:4][C:3]=1[CH2:9][C:10]([N:12]1[C:20]2[C:15](=[CH:16][C:17]([C:21]3[C:25]4[C:26]([NH2:31])=[N:27][CH:28]=[C:29]([C:34]5[CH:33]=[N:32][CH:37]=[CH:36][CH:35]=5)[C:24]=4[S:23][CH:22]=3)=[CH:18][CH:19]=2)[CH2:14][CH2:13]1)=[O:11], predict the reactants needed to synthesize it. The reactants are: [F:1][C:2]1[CH:7]=[CH:6][C:5]([F:8])=[CH:4][C:3]=1[CH2:9][C:10]([N:12]1[C:20]2[C:15](=[CH:16][C:17]([C:21]3[C:25]4[C:26]([NH2:31])=[N:27][CH:28]=[C:29](I)[C:24]=4[S:23][CH:22]=3)=[CH:18][CH:19]=2)[CH2:14][CH2:13]1)=[O:11].[N:32]1[CH:37]=[CH:36][CH:35]=[C:34](B(O)O)[CH:33]=1.C(=O)([O-])[O-].[Na+].[Na+].O1CCOCC1.